From a dataset of Forward reaction prediction with 1.9M reactions from USPTO patents (1976-2016). Predict the product of the given reaction. (1) Given the reactants C(O[C:6]([N:8]1[CH2:12][C:11](=[N:13][O:14][C:15]([CH3:18])([CH3:17])[CH3:16])[CH2:10][C@H:9]1[C:19]([OH:21])=O)=[O:7])(C)(C)C.[Cl:22][C:23]1[CH:28]=[C:27]([N:29]=C=O)[CH:26]=[C:25]([Cl:32])[CH:24]=1.[CH:33]1([NH2:36])[CH2:35][CH2:34]1, predict the reaction product. The product is: [C:15]([O:14][N:13]=[C:11]1[CH2:12][N:8]([C:6]([NH:29][C:27]2[CH:28]=[C:23]([Cl:22])[CH:24]=[C:25]([Cl:32])[CH:26]=2)=[O:7])[C@H:9]([C:19]([NH:36][CH:33]2[CH2:35][CH2:34]2)=[O:21])[CH2:10]1)([CH3:16])([CH3:17])[CH3:18]. (2) Given the reactants [CH2:1]([O:3][C:4]([C@H:6]1[C@H:8]([C:9]2[S:10][CH:11]=[CH:12][CH:13]=2)[NH:7]1)=[O:5])[CH3:2].CC(C[AlH]C[CH:20]([CH3:22])[CH3:21])C.CO.[O-]S([O-])(=O)=O.[Na+].[Na+], predict the reaction product. The product is: [S:10]1[CH:11]=[CH:12][CH:13]=[C:9]1[CH:8]1[N:7]2[CH:6]1[CH:4]([OH:5])[O:3][CH:1]2[CH:2]1[CH:8]([C:9]2[S:10][CH:22]=[CH:20][CH:21]=2)[NH:7]1. (3) The product is: [NH2:39][C:35]1[C:34]2[N:33]([C:32]([N:40]3[CH2:45][CH2:44][N:43]4[C:46]([C:49]([F:52])([F:51])[F:50])=[N:47][N:48]=[C:42]4[CH2:41]3)=[N:31][C:30]=2[C:16]2[CH:15]=[CH:14][C:13]([C:12]([NH:11][C:7]3[CH:6]=[C:5]([O:4][CH:1]([CH3:2])[CH3:3])[CH:10]=[CH:9][N:8]=3)=[O:28])=[CH:18][CH:17]=2)[CH:38]=[CH:37][N:36]=1. Given the reactants [CH:1]([O:4][C:5]1[CH:10]=[CH:9][N:8]=[C:7]([NH:11][C:12](=[O:28])[C:13]2[CH:18]=[CH:17][C:16](B3OC(C)(C)C(C)(C)O3)=[CH:15][CH:14]=2)[CH:6]=1)([CH3:3])[CH3:2].Br[C:30]1[N:31]=[C:32]([N:40]2[CH2:45][CH2:44][N:43]3[C:46]([C:49]([F:52])([F:51])[F:50])=[N:47][N:48]=[C:42]3[CH2:41]2)[N:33]2[CH:38]=[CH:37][N:36]=[C:35]([NH2:39])[C:34]=12.[O-]P([O-])([O-])=O.[K+].[K+].[K+], predict the reaction product.